From a dataset of Forward reaction prediction with 1.9M reactions from USPTO patents (1976-2016). Predict the product of the given reaction. (1) Given the reactants [CH:1]1[C:6]([C@H:7]2[C@H:12]([CH2:13][O:14][C:15]3[CH:16]=[CH:17][C:18]4[O:23][CH2:22][O:21][C:19]=4[CH:20]=3)[CH2:11][NH:10][CH2:9][CH2:8]2)=[CH:5][CH:4]=[C:3]([F:24])[CH:2]=1.[S:25]([CH2:29][CH2:30][OH:31])([O-:28])(=[O:27])=[O:26].[NH4+].N, predict the reaction product. The product is: [CH:5]1[C:6]([C@H:7]2[C@H:12]([CH2:13][O:14][C:15]3[CH:16]=[CH:17][C:18]4[O:23][CH2:22][O:21][C:19]=4[CH:20]=3)[CH2:11][NH:10][CH2:9][CH2:8]2)=[CH:1][CH:2]=[C:3]([F:24])[CH:4]=1.[S:25]([CH2:29][CH2:30][OH:31])([O-:28])(=[O:27])=[O:26]. (2) Given the reactants [CH:1]1([N:6]2[C:11]3[N:12]=[C:13](S(C)(=O)=O)[N:14]=[CH:15][C:10]=3[C:9]([CH3:20])=[CH:8][C:7]2=[O:21])[CH2:5][CH2:4][CH2:3][CH2:2]1.Cl.[CH2:23]([NH:26][C:27](=[O:35])[C:28]1[CH:33]=[CH:32][C:31]([NH2:34])=[CH:30][CH:29]=1)[CH2:24][CH3:25], predict the reaction product. The product is: [CH:1]1([N:6]2[C:11]3[N:12]=[C:13]([NH:34][C:31]4[CH:30]=[CH:29][C:28]([C:27]([NH:26][CH2:23][CH2:24][CH3:25])=[O:35])=[CH:33][CH:32]=4)[N:14]=[CH:15][C:10]=3[C:9]([CH3:20])=[CH:8][C:7]2=[O:21])[CH2:5][CH2:4][CH2:3][CH2:2]1.